Predict the reactants needed to synthesize the given product. From a dataset of Full USPTO retrosynthesis dataset with 1.9M reactions from patents (1976-2016). (1) Given the product [Cl:1][C:2]1[CH:7]=[CH:6][C:5]([CH:8]([C:28]2[CH:29]=[CH:30][C:31]([Cl:34])=[CH:32][CH:33]=2)[C:9]2[CH:10]=[C:11]3[C:16](=[CH:17][CH:18]=2)[N:15]=[C:14]([O:19][CH3:20])[N:13]=[C:12]3[NH:21][CH:22]2[CH2:23][CH2:24][N:25]([S:43]([C:46]3[CH:47]=[CH:48][C:49]([C:50]([OH:52])=[O:51])=[CH:53][CH:54]=3)(=[O:45])=[O:44])[CH2:26][CH2:27]2)=[CH:4][CH:3]=1, predict the reactants needed to synthesize it. The reactants are: [Cl:1][C:2]1[CH:7]=[CH:6][C:5]([CH:8]([C:28]2[CH:33]=[CH:32][C:31]([Cl:34])=[CH:30][CH:29]=2)[C:9]2[CH:10]=[C:11]3[C:16](=[CH:17][CH:18]=2)[N:15]=[C:14]([O:19][CH3:20])[N:13]=[C:12]3[NH:21][CH:22]2[CH2:27][CH2:26][NH:25][CH2:24][CH2:23]2)=[CH:4][CH:3]=1.C(N(CC)CC)C.Cl[S:43]([C:46]1[CH:54]=[CH:53][C:49]([C:50]([OH:52])=[O:51])=[CH:48][CH:47]=1)(=[O:45])=[O:44]. (2) Given the product [C:1]([N:5]1[CH:9]=[C:8]([NH:10][C:11]([NH:13][C:14]2[CH:19]=[C:18]([C:20]3[CH2:31][N:30]([CH3:33])[C:23]4[N:24]=[C:25]([NH:28][CH2:29][CH:40]([OH:41])[CH2:39][OH:38])[N:26]=[CH:27][C:22]=4[CH:21]=3)[C:17]([CH3:34])=[CH:16][C:15]=2[F:35])=[O:12])[CH:7]=[N:6]1)([CH3:3])([CH3:4])[CH3:2], predict the reactants needed to synthesize it. The reactants are: [C:1]([N:5]1[CH:9]=[C:8]([NH:10][C:11]([NH:13][C:14]2[CH:19]=[C:18]([C:20]3[C:31](=O)[N:30]([CH3:33])[C:23]4[N:24]=[C:25]([NH:28][CH3:29])[N:26]=[CH:27][C:22]=4[CH:21]=3)[C:17]([CH3:34])=[CH:16][C:15]=2[F:35])=[O:12])[CH:7]=[N:6]1)([CH3:4])([CH3:3])[CH3:2].CC1(C)[O:41][CH:40](CN)[CH2:39][O:38]1. (3) Given the product [F:34][C:31]1[CH:30]=[CH:29][C:28]([CH2:27][NH:26][C:25]([C:10]2[C:9]3[C:13](=[CH:14][C:6]([C:4]([OH:5])=[O:3])=[CH:7][CH:8]=3)[N:12]([CH2:15][C:16]3[CH:21]=[CH:20][CH:19]=[CH:18][N:17]=3)[C:11]=2[CH:22]([CH3:23])[CH3:24])=[O:35])=[CH:33][CH:32]=1, predict the reactants needed to synthesize it. The reactants are: C([O:3][C:4]([C:6]1[CH:14]=[C:13]2[C:9]([C:10]([C:25](=[O:35])[NH:26][CH2:27][C:28]3[CH:33]=[CH:32][C:31]([F:34])=[CH:30][CH:29]=3)=[C:11]([CH:22]([CH3:24])[CH3:23])[N:12]2[CH2:15][C:16]2[CH:21]=[CH:20][CH:19]=[CH:18][N:17]=2)=[CH:8][CH:7]=1)=[O:5])C.[OH-].[Na+].O. (4) Given the product [CH2:17]([O:16][C:14](=[O:15])[CH2:13][O:10][C:6]1[C:5]([CH3:11])=[CH:4][C:3]([CH2:2][OH:1])=[CH:8][C:7]=1[CH3:9])[CH3:18], predict the reactants needed to synthesize it. The reactants are: [OH:1][CH2:2][C:3]1[CH:8]=[C:7]([CH3:9])[C:6]([OH:10])=[C:5]([CH3:11])[CH:4]=1.Br[CH2:13][C:14]([O:16][CH2:17][CH3:18])=[O:15].C(=O)([O-])[O-].[Cs+].[Cs+]. (5) Given the product [O:32]1[CH2:37][CH2:36][O:35][C:34]2[CH:38]=[C:39]([NH:42][C:21]([N:13]3[C@@H:14]4[CH2:18][N:17]([CH2:16][CH2:15]4)[C:11]4[CH:10]=[CH:9][C:8]([C:6]5[CH:5]=[CH:4][N:3]=[C:2]([CH3:1])[CH:7]=5)=[N:19][C:12]3=4)=[O:23])[CH:40]=[CH:41][C:33]1=2, predict the reactants needed to synthesize it. The reactants are: [CH3:1][C:2]1[CH:7]=[C:6]([C:8]2[CH:9]=[CH:10][C:11]3[N:17]4[CH2:18][C@H:14]([CH2:15][CH2:16]4)[NH:13][C:12]=3[N:19]=2)[CH:5]=[CH:4][N:3]=1.Cl[C:21](Cl)([O:23]C(=O)OC(Cl)(Cl)Cl)Cl.[O:32]1[CH2:37][CH2:36][O:35][C:34]2[CH:38]=[C:39]([NH2:42])[CH:40]=[CH:41][C:33]1=2.C(N(CC)CC)C. (6) Given the product [OH:4][C:5]1[C:9](/[CH:10]=[CH:11]/[C:12]2[N:13]=[C:14]([N:18]3[CH2:23][CH2:22][N:21]([C:24]([O:26][C:27]([CH3:30])([CH3:29])[CH3:28])=[O:25])[CH2:20][CH2:19]3)[S:15][C:16]=2[CH3:17])=[CH:8][N:7]([C:31]2[CH:32]=[CH:33][CH:34]=[CH:35][CH:36]=2)[N:6]=1, predict the reactants needed to synthesize it. The reactants are: COC[O:4][C:5]1[C:9](/[CH:10]=[CH:11]/[C:12]2[N:13]=[C:14]([N:18]3[CH2:23][CH2:22][N:21]([C:24]([O:26][C:27]([CH3:30])([CH3:29])[CH3:28])=[O:25])[CH2:20][CH2:19]3)[S:15][C:16]=2[CH3:17])=[CH:8][N:7]([C:31]2[CH:36]=[CH:35][CH:34]=[CH:33][CH:32]=2)[N:6]=1.Cl.